Dataset: Reaction yield outcomes from USPTO patents with 853,638 reactions. Task: Predict the reaction yield, written as a fraction of the theoretical maximum amount of product (1.0 means a 100% yield; for example, 0.34 means a 34% yield). (1) The reactants are [CH3:1][O:2][C:3]1[CH:20]=[CH:19][C:6]2[N:7]=[C:8]([C:10]3[CH:15]=[CH:14][C:13]([N+:16]([O-])=O)=[CH:12][CH:11]=3)[S:9][C:5]=2[CH:4]=1.B(Br)(Br)Br. The catalyst is C(Cl)Cl. The product is [CH3:1][O:2][C:3]1[CH:20]=[CH:19][C:6]2[N:7]=[C:8]([C:10]3[CH:11]=[CH:12][C:13]([NH2:16])=[CH:14][CH:15]=3)[S:9][C:5]=2[CH:4]=1. The yield is 0.580. (2) The reactants are Cl.[N+:2]([C:5]1[CH:6]=[C:7]([CH:25]=[CH:26][C:27]=1[O:28][CH3:29])[CH:8]=[C:9]1[S:13][C:12](=[O:14])[N:11]([CH2:15][C:16]2[CH:21]=[CH:20][C:19]([Cl:22])=[C:18]([Cl:23])[CH:17]=2)[C:10]1=[O:24])([O-])=O. The catalyst is C(O)C.[Fe]. The product is [NH2:2][C:5]1[CH:6]=[C:7]([CH:25]=[CH:26][C:27]=1[O:28][CH3:29])[CH:8]=[C:9]1[S:13][C:12](=[O:14])[N:11]([CH2:15][C:16]2[CH:21]=[CH:20][C:19]([Cl:22])=[C:18]([Cl:23])[CH:17]=2)[C:10]1=[O:24]. The yield is 0.269. (3) The catalyst is O1CCCC1. The yield is 0.800. The product is [CH:21]1([CH:24]([C:2]2[CH:7]=[N:6][C:5]([O:8][CH3:9])=[CH:4][CH:3]=2)[OH:25])[CH2:23][CH2:22]1. The reactants are Br[C:2]1[CH:3]=[CH:4][C:5]([O:8][CH3:9])=[N:6][CH:7]=1.C([Li])CCC.CCCCCC.[CH:21]1([CH:24]=[O:25])[CH2:23][CH2:22]1. (4) The reactants are [CH3:1][O:2][CH2:3][CH:4]1[CH2:8][N:7]([C:9](OC(C)(C)C)=[O:10])[CH:6]([C:16]2[NH:20][C:19]3[C:21]4[C:26]([CH:27]=[CH:28][C:18]=3[N:17]=2)=[CH:25][C:24]2[C:29]3[C:34]([CH2:35][O:36][C:23]=2[CH:22]=4)=[CH:33][C:32]([B:37]2[O:41][C:40]([CH3:43])([CH3:42])[C:39]([CH3:45])([CH3:44])[O:38]2)=[CH:31][CH:30]=3)[CH2:5]1.Cl.[CH3:47][O:48][C@H:49]([CH3:59])[C@H:50]([NH:54][C:55]([O:57][CH3:58])=[O:56])C(O)=O.CN(C(ON1N=NC2C=CC=NC1=2)=[N+](C)C)C.F[P-](F)(F)(F)(F)F.CCN(C(C)C)C(C)C. The catalyst is C(Cl)Cl.CO. The product is [CH3:1][O:2][CH2:3][CH:4]1[CH2:8][N:7]([C:9](=[O:10])[CH:50]([NH:54][C:55](=[O:56])[O:57][CH3:58])[CH:49]([O:48][CH3:47])[CH3:59])[CH:6]([C:16]2[NH:20][C:19]3[C:21]4[C:26]([CH:27]=[CH:28][C:18]=3[N:17]=2)=[CH:25][C:24]2[C:29]3[C:34]([CH2:35][O:36][C:23]=2[CH:22]=4)=[CH:33][C:32]([B:37]2[O:38][C:39]([CH3:45])([CH3:44])[C:40]([CH3:42])([CH3:43])[O:41]2)=[CH:31][CH:30]=3)[CH2:5]1. The yield is 0.920.